From a dataset of Reaction yield outcomes from USPTO patents with 853,638 reactions. Predict the reaction yield, written as a fraction of the theoretical maximum amount of product (1.0 means a 100% yield; for example, 0.34 means a 34% yield). (1) The reactants are [Cl:1][C:2]1[CH:10]=[C:9]2[C:5]([CH:6]=[CH:7][N:8]2[CH2:11][C:12]([OH:14])=O)=[CH:4][CH:3]=1.CN(C(ON1N=NC2C=CC=NC1=2)=[N+](C)C)C.F[P-](F)(F)(F)(F)F.[OH:39][C:40]1([C:46]2[CH:51]=[CH:50][C:49]([S:52]([NH:55][C:56]3[S:57][CH:58]=[CH:59][N:60]=3)(=[O:54])=[O:53])=[CH:48][CH:47]=2)[CH2:45][CH2:44][NH:43][CH2:42][CH2:41]1.C([O-])(O)=O.[Na+]. The catalyst is CN(C=O)C. The product is [Cl:1][C:2]1[CH:10]=[C:9]2[C:5]([CH:6]=[CH:7][N:8]2[CH2:11][C:12]([N:43]2[CH2:42][CH2:41][C:40]([C:46]3[CH:51]=[CH:50][C:49]([S:52]([NH:55][C:56]4[S:57][CH:58]=[CH:59][N:60]=4)(=[O:53])=[O:54])=[CH:48][CH:47]=3)([OH:39])[CH2:45][CH2:44]2)=[O:14])=[CH:4][CH:3]=1. The yield is 0.520. (2) The reactants are [Cl:1][C:2]1[C:7]([C:8]#[N:9])=[CH:6][C:5]([F:10])=[C:4](Cl)[N:3]=1.Cl.[CH3:13][NH:14][CH2:15][C:16]([CH3:19])([CH3:18])[CH3:17].C(N(CC)CC)C. The catalyst is C(#N)C. The product is [Cl:1][C:2]1[N:3]=[C:4]([N:14]([CH2:15][C:16]([CH3:19])([CH3:18])[CH3:17])[CH3:13])[C:5]([F:10])=[CH:6][C:7]=1[C:8]#[N:9]. The yield is 0.830.